The task is: Regression. Given two drug SMILES strings and cell line genomic features, predict the synergy score measuring deviation from expected non-interaction effect.. This data is from NCI-60 drug combinations with 297,098 pairs across 59 cell lines. (1) Drug 2: C1CN1C2=NC(=NC(=N2)N3CC3)N4CC4. Synergy scores: CSS=13.9, Synergy_ZIP=-10.3, Synergy_Bliss=-5.38, Synergy_Loewe=-13.8, Synergy_HSA=-3.46. Cell line: SNB-75. Drug 1: CC1=C(C=C(C=C1)NC(=O)C2=CC=C(C=C2)CN3CCN(CC3)C)NC4=NC=CC(=N4)C5=CN=CC=C5. (2) Drug 1: C1=CC(=CC=C1C#N)C(C2=CC=C(C=C2)C#N)N3C=NC=N3. Drug 2: C1C(C(OC1N2C=NC(=NC2=O)N)CO)O. Cell line: DU-145. Synergy scores: CSS=9.67, Synergy_ZIP=-0.609, Synergy_Bliss=4.61, Synergy_Loewe=-14.5, Synergy_HSA=-0.787. (3) Drug 1: C1=CC(=CC=C1C#N)C(C2=CC=C(C=C2)C#N)N3C=NC=N3. Drug 2: C1=CN(C=N1)CC(O)(P(=O)(O)O)P(=O)(O)O. Cell line: NCIH23. Synergy scores: CSS=1.33, Synergy_ZIP=1.59, Synergy_Bliss=2.10, Synergy_Loewe=-1.78, Synergy_HSA=-2.01.